From a dataset of Full USPTO retrosynthesis dataset with 1.9M reactions from patents (1976-2016). Predict the reactants needed to synthesize the given product. (1) Given the product [CH3:9][C:5]1[CH:4]=[C:3]([C:13]2[C:22]([CH3:23])=[CH:21][C:20]3[C:15](=[CH:16][CH:17]=[C:18]([CH3:24])[CH:19]=3)[N:14]=2)[CH:8]=[CH:7][CH:6]=1, predict the reactants needed to synthesize it. The reactants are: B([O-])([O-])O[C:3]1[CH:8]=[CH:7][CH:6]=[C:5]([CH3:9])[CH:4]=1.Cl[C:13]1[C:22]([CH3:23])=[CH:21][C:20]2[C:15](=[CH:16][CH:17]=[C:18]([CH3:24])[CH:19]=2)[N:14]=1.C(=O)([O-])[O-].[K+].[K+]. (2) Given the product [F:9][C:6]1[CH:5]=[C:4]([OH:10])[CH:3]=[C:2]([N:11]2[CH2:16][CH2:15][NH:14][CH2:13][CH2:12]2)[C:7]=1[F:8], predict the reactants needed to synthesize it. The reactants are: F[C:2]1[CH:3]=[C:4]([OH:10])[CH:5]=[C:6]([F:9])[C:7]=1[F:8].[NH:11]1[CH2:16][CH2:15][NH:14][CH2:13][CH2:12]1. (3) Given the product [CH3:7][C:2]([C:8]1[CH:13]=[CH:12][C:11]([NH:14][C:15]2[C:25]3[CH2:24][CH2:23][N:22]([C:26]4[C:31]([C:32]([F:33])([F:35])[F:34])=[CH:30][CH:29]=[CH:28][N:27]=4)[CH2:21][CH2:20][C:19]=3[N:18]=[C:17]([CH:36]([CH3:38])[CH3:37])[N:16]=2)=[CH:10][CH:9]=1)([CH3:1])[CH2:3][OH:4], predict the reactants needed to synthesize it. The reactants are: [CH3:1][C:2]([C:8]1[CH:13]=[CH:12][C:11]([NH:14][C:15]2[C:25]3[CH2:24][CH2:23][N:22]([C:26]4[C:31]([C:32]([F:35])([F:34])[F:33])=[CH:30][CH:29]=[CH:28][N:27]=4)[CH2:21][CH2:20][C:19]=3[N:18]=[C:17]([CH:36]([CH3:38])[CH3:37])[N:16]=2)=[CH:10][CH:9]=1)([CH3:7])[C:3](OC)=[O:4].[H-].[H-].[H-].[H-].[Li+].[Al+3].